From a dataset of Full USPTO retrosynthesis dataset with 1.9M reactions from patents (1976-2016). Predict the reactants needed to synthesize the given product. The reactants are: [CH3:1][C:2]1[C:6]([C:7]2[CH:8]=[C:9]([CH:14]=[C:15]([NH:17][C:18]3[CH:23]=[CH:22][C:21]([S:24]([CH3:27])(=[O:26])=[O:25])=[CH:20][CH:19]=3)[CH:16]=2)[C:10]([O:12][CH3:13])=[O:11])=[C:5]([CH3:28])[O:4][N:3]=1.C([O-])([O-])=O.[K+].[K+].C(O)(=O)C(C)(C)C.C([O-])(O)=O.[Na+]. Given the product [CH3:1][C:2]1[C:6]([C:7]2[CH:8]=[C:9]([C:10]([O:12][CH3:13])=[O:11])[C:14]3[C:23]4[C:18](=[CH:19][CH:20]=[C:21]([S:24]([CH3:27])(=[O:25])=[O:26])[CH:22]=4)[NH:17][C:15]=3[CH:16]=2)=[C:5]([CH3:28])[O:4][N:3]=1, predict the reactants needed to synthesize it.